This data is from Catalyst prediction with 721,799 reactions and 888 catalyst types from USPTO. The task is: Predict which catalyst facilitates the given reaction. (1) Reactant: [CH:1]1([C:4]([N:6]2[CH2:11][CH2:10][N:9]([C:12]3[CH:17]=[C:16]([N+:18]([O-])=O)[CH:15]=[CH:14][C:13]=3[O:21][CH3:22])[CH2:8][CH2:7]2)=[O:5])[CH2:3][CH2:2]1. Product: [NH2:18][C:16]1[CH:15]=[CH:14][C:13]([O:21][CH3:22])=[C:12]([N:9]2[CH2:10][CH2:11][N:6]([C:4]([CH:1]3[CH2:3][CH2:2]3)=[O:5])[CH2:7][CH2:8]2)[CH:17]=1. The catalyst class is: 29. (2) Reactant: [N+:1]([C:4]1[C:13]2[C:8](=[CH:9][CH:10]=[CH:11][CH:12]=2)[C:7]([CH2:14][C@@H:15]([C:17]([OH:19])=[O:18])[NH2:16])=[CH:6][CH:5]=1)([O-:3])=[O:2].C([O-])(O)=O.[Na+].[CH3:25][O:26][C:27](Cl)=[O:28].Cl. Product: [CH3:25][O:26][C:27]([NH:16][CH:15]([CH2:14][C:7]1[C:8]2[C:13](=[CH:12][CH:11]=[CH:10][CH:9]=2)[C:4]([N+:1]([O-:3])=[O:2])=[CH:5][CH:6]=1)[C:17]([OH:19])=[O:18])=[O:28]. The catalyst class is: 12. (3) Reactant: [NH:1]1[CH2:9][CH2:8][CH2:7][C@H:2]1[C:3]([O:5][CH3:6])=[O:4].[C:10]([NH:17][C@H:18]([C:22](O)=[O:23])[CH:19]([CH3:21])[CH3:20])([O:12][C:13]([CH3:16])([CH3:15])[CH3:14])=[O:11].CCN(CC)CC.CCOC(C(C#N)=NOC(N1CCOCC1)=[N+](C)C)=O.F[P-](F)(F)(F)(F)F. Product: [C:10]([NH:17][C@H:18]([C:22]([N:1]1[CH2:9][CH2:8][CH2:7][C@H:2]1[C:3]([O:5][CH3:6])=[O:4])=[O:23])[CH:19]([CH3:20])[CH3:21])([O:12][C:13]([CH3:14])([CH3:16])[CH3:15])=[O:11]. The catalyst class is: 31. (4) Reactant: [Br:1][C:2]1[C:3]([CH3:18])=[C:4]([CH:13]=[C:14]([CH3:17])[C:15]=1[CH3:16])[O:5][C:6]([CH3:12])([CH3:11])[C:7]([O:9]C)=[O:8]. Product: [Br:1][C:2]1[C:3]([CH3:18])=[C:4]([CH:13]=[C:14]([CH3:17])[C:15]=1[CH3:16])[O:5][C:6]([CH3:12])([CH3:11])[C:7]([OH:9])=[O:8]. The catalyst class is: 81. (5) Reactant: [Cl:1][C:2]1[CH:7]=[C:6]([Cl:8])[N:5]=[N:4][C:3]=1[C:9]1[CH:14]=[CH:13][CH:12]=[CH:11][CH:10]=1.[N:15]1[CH:20]=[CH:19][CH:18]=[C:17]([CH:21]=[O:22])[CH:16]=1.[Li+].CC([N-]C(C)C)C.O. Product: [Cl:8][C:6]1[N:5]=[N:4][C:3]([C:9]2[CH:14]=[CH:13][CH:12]=[CH:11][CH:10]=2)=[C:2]([Cl:1])[C:7]=1[CH:21]([C:17]1[CH:16]=[N:15][CH:20]=[CH:19][CH:18]=1)[OH:22]. The catalyst class is: 56. (6) Reactant: [CH3:1][O:2][C:3]1[CH:20]=[C:19]([O:21][CH3:22])[CH:18]=[CH:17][C:4]=1[CH2:5][NH:6][C:7]([C:9]1[C:13]([N+:14]([O-])=O)=[CH:12][NH:11][N:10]=1)=[O:8]. Product: [NH2:14][C:13]1[C:9]([C:7]([NH:6][CH2:5][C:4]2[CH:17]=[CH:18][C:19]([O:21][CH3:22])=[CH:20][C:3]=2[O:2][CH3:1])=[O:8])=[N:10][NH:11][CH:12]=1. The catalyst class is: 403.